From a dataset of Forward reaction prediction with 1.9M reactions from USPTO patents (1976-2016). Predict the product of the given reaction. Given the reactants [Cl:1][C:2]1[CH:3]=[CH:4][C:5]([N:14]2[CH:18]=[N:17][N:16]=[N:15]2)=[C:6]([CH:13]=1)[C:7](N(OC)C)=[O:8].[H-].[H-].[H-].[H-].[Li+].[Al+3].O, predict the reaction product. The product is: [Cl:1][C:2]1[CH:3]=[CH:4][C:5]([N:14]2[CH:18]=[N:17][N:16]=[N:15]2)=[C:6]([CH:13]=1)[CH:7]=[O:8].